Dataset: Full USPTO retrosynthesis dataset with 1.9M reactions from patents (1976-2016). Task: Predict the reactants needed to synthesize the given product. (1) Given the product [C:1]([O:5][C:6]([NH:8][C@@H:9]1[C:13]2[CH:18]=[C:17]([CH:16]=[CH:15][N:14]=2)[C:19]2[CH:24]=[CH:23][C:22]([NH:25][C:26](=[O:29])[O:27][CH3:28])=[CH:21][C:20]=2[NH:30][C:31](=[O:36])[C@H:32]([CH3:35])[CH:33]=[CH:34][CH2:10]1)=[O:7])([CH3:4])([CH3:3])[CH3:2], predict the reactants needed to synthesize it. The reactants are: [C:1]([O:5][C:6]([NH:8][C@H:9]([C:13]1[CH:18]=[C:17]([C:19]2[CH:24]=[CH:23][C:22]([NH:25][C:26](=[O:29])[O:27][CH3:28])=[CH:21][C:20]=2[NH:30][C:31](=[O:36])[C@H:32]([CH3:35])[CH:33]=[CH2:34])[CH:16]=[CH:15][N:14]=1)[CH2:10]C=C)=[O:7])([CH3:4])([CH3:3])[CH3:2]. (2) The reactants are: F[C:2]1[C:7]([CH3:8])=[CH:6][C:5]([N+:9]([O-:11])=[O:10])=[CH:4][C:3]=1[CH3:12].C(=O)([O-])[O-].[K+].[K+].[Br:19][C:20]1[C:21](=[O:26])[NH:22][CH:23]=[CH:24][CH:25]=1.Cl. Given the product [Br:19][C:20]1[C:21](=[O:26])[N:22]([C:2]2[C:7]([CH3:8])=[CH:6][C:5]([N+:9]([O-:11])=[O:10])=[CH:4][C:3]=2[CH3:12])[CH:23]=[CH:24][CH:25]=1, predict the reactants needed to synthesize it.